Dataset: Peptide-MHC class II binding affinity with 134,281 pairs from IEDB. Task: Regression. Given a peptide amino acid sequence and an MHC pseudo amino acid sequence, predict their binding affinity value. This is MHC class II binding data. (1) The peptide sequence is FQEFMIVPSGAPSFT. The MHC is HLA-DQA10104-DQB10503 with pseudo-sequence HLA-DQA10104-DQB10503. The binding affinity (normalized) is 0.479. (2) The peptide sequence is NLRLKGVTCRLFRQQ. The MHC is DRB1_0901 with pseudo-sequence DRB1_0901. The binding affinity (normalized) is 0.401. (3) The binding affinity (normalized) is 0.181. The peptide sequence is KEKVYLSWVPAHKGIGGNE. The MHC is HLA-DQA10101-DQB10501 with pseudo-sequence HLA-DQA10101-DQB10501. (4) The peptide sequence is ALSAEYAAVAQELSV. The MHC is HLA-DPA10301-DPB10402 with pseudo-sequence HLA-DPA10301-DPB10402. The binding affinity (normalized) is 0.493. (5) The peptide sequence is VALFAVFLGSAHGIP. The MHC is DRB1_0802 with pseudo-sequence DRB1_0802. The binding affinity (normalized) is 0.631. (6) The peptide sequence is CDGERPTLAFLQDVM. The MHC is DRB1_0701 with pseudo-sequence DRB1_0701. The binding affinity (normalized) is 0. (7) The peptide sequence is LNWITKVIMGAVLIW. The MHC is DRB1_0802 with pseudo-sequence DRB1_0802. The binding affinity (normalized) is 0.200.